Predict which catalyst facilitates the given reaction. From a dataset of Catalyst prediction with 721,799 reactions and 888 catalyst types from USPTO. Reactant: [Cl:1][CH2:2][CH2:3][CH2:4][CH2:5][C@H:6]([OH:8])[CH3:7].[C:9](=O)([O-])[O-].[K+].[K+].IC.[H-].[Na+]. The catalyst class is: 145. Product: [Cl:1][CH2:2][CH2:3][CH2:4][CH2:5][C@H:6]([O:8][CH3:9])[CH3:7].